From a dataset of Forward reaction prediction with 1.9M reactions from USPTO patents (1976-2016). Predict the product of the given reaction. (1) Given the reactants [CH3:1]/[C:2](/[CH2:8][CH2:9][C:10]1[C:15]([CH3:17])([CH3:16])[CH2:14][CH2:13][CH2:12][C:11]=1[CH3:18])=[CH:3]\[CH2:4][C:5]([OH:7])=[O:6].[CH3:19][O:20][C:21](=[O:30])[C@H:22]([C:24]1[CH:29]=[CH:28][CH:27]=[CH:26][CH:25]=1)O.CO.C1CCC(N=C=NC2CCCCC2)CC1, predict the reaction product. The product is: [CH3:19][O:20][C:21]([C@@H:22]([O:6][C:5](=[O:7])[CH2:4][CH:3]=[C:2]([CH3:1])[CH2:8][CH2:9][C:10]1[C:15]([CH3:17])([CH3:16])[CH2:14][CH2:13][CH2:12][C:11]=1[CH3:18])[C:24]1[CH:29]=[CH:28][CH:27]=[CH:26][CH:25]=1)=[O:30]. (2) Given the reactants [CH3:1][C:2]1([CH3:45])[CH2:7][CH2:6][CH:5]([NH:8][CH2:9][C:10]2[CH:15]=[CH:14][C:13]([C:16]3[CH:17]=[CH:18][C:19]4[N:23]=[CH:22][N:21](C(C5C=CC=CC=5)(C5C=CC=CC=5)C5C=CC=CC=5)[C:20]=4[CH:43]=3)=[CH:12][C:11]=2[F:44])[CH2:4][CH2:3]1.CC1(C)CCC(NCC2C=CC(C3C=CC4N(C(C5C=CC=CC=5)(C5C=CC=CC=5)C5C=CC=CC=5)C=NC=4C=3)=CC=2F)CC1.O.[ClH:92], predict the reaction product. The product is: [ClH:92].[NH:23]1[C:19]2[CH:18]=[CH:17][C:16]([C:13]3[CH:14]=[CH:15][C:10]([CH2:9][NH:8][CH:5]4[CH2:6][CH2:7][C:2]([CH3:1])([CH3:45])[CH2:3][CH2:4]4)=[C:11]([F:44])[CH:12]=3)=[CH:43][C:20]=2[N:21]=[CH:22]1. (3) The product is: [Cl:1][C:2]1[CH:3]=[CH:4][C:5]([C:8]2[CH:13]=[CH:12][CH:11]=[CH:10][C:9]=2[CH2:14][N:15]2[CH2:16][CH2:17][N:18]([C:21]3[CH:49]=[CH:48][C:24]([C:25]([NH:27][S:28]([C:31]4[CH:36]=[CH:35][C:34]([NH:37][CH2:38][CH:39]5[CH2:44][CH2:43][O:42][CH2:41][CH2:40]5)=[C:33]([N+:45]([O-:47])=[O:46])[CH:32]=4)(=[O:30])=[O:29])=[O:26])=[C:23]([O:50][C:51]4[CH:52]=[C:53]5[C:57](=[CH:58][CH:59]=4)[NH:56][CH2:55][CH2:54]5)[CH:22]=3)[CH2:19][CH2:20]2)=[CH:6][CH:7]=1. Given the reactants [Cl:1][C:2]1[CH:7]=[CH:6][C:5]([C:8]2[CH:13]=[CH:12][CH:11]=[CH:10][C:9]=2[CH2:14][N:15]2[CH2:20][CH2:19][N:18]([C:21]3[CH:49]=[CH:48][C:24]([C:25]([NH:27][S:28]([C:31]4[CH:36]=[CH:35][C:34]([NH:37][CH2:38][CH:39]5[CH2:44][CH2:43][O:42][CH2:41][CH2:40]5)=[C:33]([N+:45]([O-:47])=[O:46])[CH:32]=4)(=[O:30])=[O:29])=[O:26])=[C:23]([O:50][C:51]4[CH:52]=[C:53]5[C:57](=[CH:58][CH:59]=4)[NH:56][CH:55]=[CH:54]5)[CH:22]=3)[CH2:17][CH2:16]2)=[CH:4][CH:3]=1.C([BH3-])#N.[Na+], predict the reaction product. (4) Given the reactants [CH3:1][C:2]1[O:3][C:4]([C:22]2[CH:27]=[CH:26][C:25]([C:28]([F:31])([F:30])[F:29])=[CH:24][CH:23]=2)=[CH:5][C:6]=1[CH:7]([O:12][C:13]1[CH:21]=[CH:20][C:16]([C:17](O)=[O:18])=[CH:15][CH:14]=1)[CH2:8][CH:9]([CH3:11])[CH3:10].[CH3:32][NH:33][CH2:34][CH2:35][C:36]([O:38]CC)=[O:37], predict the reaction product. The product is: [CH3:1][C:2]1[O:3][C:4]([C:22]2[CH:23]=[CH:24][C:25]([C:28]([F:30])([F:29])[F:31])=[CH:26][CH:27]=2)=[CH:5][C:6]=1[CH:7]([O:12][C:13]1[CH:21]=[CH:20][C:16]([C:17]([N:33]([CH3:32])[CH2:34][CH2:35][C:36]([OH:38])=[O:37])=[O:18])=[CH:15][CH:14]=1)[CH2:8][CH:9]([CH3:11])[CH3:10]. (5) Given the reactants [CH2:1]([Si:3]([CH2:16][CH3:17])([CH2:14][CH3:15])[O:4][C@H:5]1[C@@H:8]([CH:9]=[C:10]([CH3:12])[CH3:11])[NH:7][C:6]1=[O:13])[CH3:2].C(N(C(C)C)CC)(C)C.CN(C1C=CC=CN=1)C.[C:36](O[C:36]([O:38][C:39]([CH3:42])([CH3:41])[CH3:40])=[O:37])([O:38][C:39]([CH3:42])([CH3:41])[CH3:40])=[O:37], predict the reaction product. The product is: [CH2:16]([Si:3]([CH2:1][CH3:2])([CH2:14][CH3:15])[O:4][C@H:5]1[C@@H:8]([CH:9]=[C:10]([CH3:11])[CH3:12])[N:7]([C:36]([O:38][C:39]([CH3:42])([CH3:41])[CH3:40])=[O:37])[C:6]1=[O:13])[CH3:17]. (6) Given the reactants [Cl:1][C:2]1[CH:3]=[CH:4][C:5]([O:25][CH3:26])=[C:6]([C:8]2[NH:12][N:11]=[CH:10][C:9]=2[NH:13][C:14]([C:16]2[CH:17]=[N:18][N:19]3[CH:24]=[CH:23][CH:22]=[N:21][C:20]=23)=[O:15])[CH:7]=1.C(=O)([O-])[O-].[Cs+].[Cs+].Cl.Cl[CH2:35][CH2:36][N:37]1[CH2:42][CH2:41][O:40][CH2:39][CH2:38]1, predict the reaction product. The product is: [Cl:1][C:2]1[CH:3]=[CH:4][C:5]([O:25][CH3:26])=[C:6]([C:8]2[C:9]([NH:13][C:14]([C:16]3[CH:17]=[N:18][N:19]4[CH:24]=[CH:23][CH:22]=[N:21][C:20]=34)=[O:15])=[CH:10][N:11]([CH2:35][CH2:36][N:37]3[CH2:42][CH2:41][O:40][CH2:39][CH2:38]3)[N:12]=2)[CH:7]=1.